From a dataset of Forward reaction prediction with 1.9M reactions from USPTO patents (1976-2016). Predict the product of the given reaction. (1) The product is: [C:1]1([C:7]([CH:9]2[CH2:14][CH2:13][CH2:12][N:11]([CH2:19][C@H:17]([OH:18])[C:16]([F:21])([F:20])[F:15])[CH2:10]2)=[O:8])[CH:2]=[CH:3][CH:4]=[CH:5][CH:6]=1. Given the reactants [C:1]1([C:7]([CH:9]2[CH2:14][CH2:13][CH2:12][NH:11][CH2:10]2)=[O:8])[CH:6]=[CH:5][CH:4]=[CH:3][CH:2]=1.[F:15][C:16]([F:21])([F:20])[C@@H:17]1[CH2:19][O:18]1, predict the reaction product. (2) Given the reactants [C:1]1([C:7]2[S:8][CH:9]=[C:10]([C:12]3([CH2:18][NH2:19])[CH2:17][CH2:16][O:15][CH2:14][CH2:13]3)[N:11]=2)[CH:6]=[CH:5][CH:4]=[CH:3][CH:2]=1.[F:20][C:21]([F:37])([F:36])[C:22]1[O:26][N:25]=[C:24]([C:27]2[CH:28]=[C:29]([CH:33]=[CH:34][CH:35]=2)[C:30](O)=[O:31])[N:23]=1, predict the reaction product. The product is: [C:1]1([C:7]2[S:8][CH:9]=[C:10]([C:12]3([CH2:18][NH:19][C:30](=[O:31])[C:29]4[CH:33]=[CH:34][CH:35]=[C:27]([C:24]5[N:23]=[C:22]([C:21]([F:37])([F:36])[F:20])[O:26][N:25]=5)[CH:28]=4)[CH2:13][CH2:14][O:15][CH2:16][CH2:17]3)[N:11]=2)[CH:2]=[CH:3][CH:4]=[CH:5][CH:6]=1.